Dataset: Forward reaction prediction with 1.9M reactions from USPTO patents (1976-2016). Task: Predict the product of the given reaction. (1) Given the reactants [F:1][C:2]1[CH:9]=[CH:8][C:5]([CH:6]=O)=[CH:4][CH:3]=1.[NH2:10][C:11]1[S:12][C:13]2[CH:19]=[C:18]([Cl:20])[CH:17]=[CH:16][C:14]=2[N:15]=1.C1(C)C(S(O)(=O)=O)=CC=CC=1.O, predict the reaction product. The product is: [Cl:20][C:18]1[CH:17]=[CH:16][C:14]2[N:15]=[C:11]([N:10]=[CH:6][C:5]3[CH:8]=[CH:9][C:2]([F:1])=[CH:3][CH:4]=3)[S:12][C:13]=2[CH:19]=1. (2) Given the reactants [C:1](=[O:14])([O:12][CH3:13])[O:2][C:3]1[CH:8]=[CH:7][C:6]([F:9])=[CH:5][C:4]=1[CH2:10][CH3:11].OS(O)(=O)=O.[N+:20]([O-])([O-:22])=[O:21].[K+], predict the reaction product. The product is: [C:1](=[O:14])([O:12][CH3:13])[O:2][C:3]1[CH:8]=[C:7]([N+:20]([O-:22])=[O:21])[C:6]([F:9])=[CH:5][C:4]=1[CH2:10][CH3:11]. (3) Given the reactants [CH2:1]([C:5]1[CH:10]=[CH:9][C:8]([C:11]#[C:12][C:13]2[CH:21]=[CH:20][C:16]([C:17]([OH:19])=O)=[CH:15][CH:14]=2)=[CH:7][CH:6]=1)[CH2:2][CH2:3][CH3:4].C1C=CC2N(O)N=NC=2C=1.CCN=C=NCCCN(C)C.Cl.CCN(C(C)C)C(C)C.[F:53][C:54]1[CH:63]=[CH:62][C:61]([CH2:64][NH:65][CH2:66][CH2:67][CH2:68][CH2:69][CH2:70][CH3:71])=[CH:60][C:55]=1[C:56]([O:58][CH3:59])=[O:57].[OH-].[Na+], predict the reaction product. The product is: [CH2:1]([C:5]1[CH:6]=[CH:7][C:8]([C:11]#[C:12][C:13]2[CH:14]=[CH:15][C:16]([C:17]([N:65]([CH2:64][C:61]3[CH:62]=[CH:63][C:54]([F:53])=[C:55]([CH:60]=3)[C:56]([O:58][CH3:59])=[O:57])[CH2:66][CH2:67][CH2:68][CH2:69][CH2:70][CH3:71])=[O:19])=[CH:20][CH:21]=2)=[CH:9][CH:10]=1)[CH2:2][CH2:3][CH3:4]. (4) Given the reactants [S:1]1[CH:5]=[C:4](B(O)O)[C:3]2[CH:9]=[CH:10][CH:11]=[CH:12][C:2]1=2.[NH2:13][C:14]1[CH:19]=[CH:18][CH:17]=[CH:16][CH:15]=1.O.O=[CH:22][C:23]([OH:25])=[O:24], predict the reaction product. The product is: [S:1]1[CH:5]=[C:4]([CH:22]([NH:13][C:14]2[CH:19]=[CH:18][CH:17]=[CH:16][CH:15]=2)[C:23]([OH:25])=[O:24])[C:3]2[CH:9]=[CH:10][CH:11]=[CH:12][C:2]1=2. (5) Given the reactants NC1C=CC(C2C=C3C(CN([C@@H](C(C)C)C(OC)=O)C3=O)=CC=2)=CC=1.[N+:26]([C:29]1[CH:34]=[CH:33][C:32]([C:35]2[CH:43]=[C:42]3[C:38]([CH2:39][N:40]([CH:45]4[CH2:50][CH2:49][CH2:48][CH:47]([C:51]([O:53][CH3:54])=[O:52])[CH2:46]4)[C:41]3=[O:44])=[CH:37][CH:36]=2)=[CH:31][CH:30]=1)([O-])=O, predict the reaction product. The product is: [NH2:26][C:29]1[CH:30]=[CH:31][C:32]([C:35]2[CH:43]=[C:42]3[C:38]([CH2:39][N:40]([CH:45]4[CH2:50][CH2:49][CH2:48][CH:47]([C:51]([O:53][CH3:54])=[O:52])[CH2:46]4)[C:41]3=[O:44])=[CH:37][CH:36]=2)=[CH:33][CH:34]=1. (6) Given the reactants [C:1](OC(=O)C)(=O)C.C(O)=O.[NH2:11][C:12]1[C:17]([N+:18]([O-])=O)=[C:16]([NH:21][CH:22]2[CH2:28][CH2:27][CH2:26][N:25]([C:29]([O:31][C:32]([CH3:35])([CH3:34])[CH3:33])=[O:30])[CH2:24][CH2:23]2)[C:15]([C:36]([O:38][CH2:39][CH3:40])=[O:37])=[CH:14][N:13]=1, predict the reaction product. The product is: [C:32]([O:31][C:29]([N:25]1[CH2:26][CH2:27][CH2:28][CH:22]([NH:21][C:16]2[C:15]([C:36]([O:38][CH2:39][CH3:40])=[O:37])=[CH:14][N:13]=[C:12]3[NH:11][CH:1]=[N:18][C:17]=23)[CH2:23][CH2:24]1)=[O:30])([CH3:35])([CH3:33])[CH3:34].